From a dataset of Full USPTO retrosynthesis dataset with 1.9M reactions from patents (1976-2016). Predict the reactants needed to synthesize the given product. (1) Given the product [ClH:1].[ClH:1].[NH:2]1[C:10]2[C:5](=[CH:6][CH:7]=[CH:8][CH:9]=2)[C:4]([C:11]([NH:13][C:14]2[CH:19]=[CH:18][CH:17]=[C:16]([C:20]([CH:22]3[CH2:27][CH2:26][N:25]([CH3:28])[CH2:24][CH2:23]3)=[O:21])[N:15]=2)=[O:12])=[CH:3]1, predict the reactants needed to synthesize it. The reactants are: [ClH:1].[NH:2]1[C:10]2[C:5](=[CH:6][CH:7]=[CH:8][CH:9]=2)[C:4]([C:11]([NH:13][C:14]2[CH:19]=[CH:18][CH:17]=[C:16]([C:20]([CH:22]3[CH2:27][CH2:26][N:25]([CH3:28])[CH2:24][CH2:23]3)=[O:21])[N:15]=2)=[O:12])=[CH:3]1. (2) Given the product [CH3:9][N:10]([CH3:12])[CH:11]=[CH:5][C:4](=[O:6])[CH:3]([O:7][CH3:8])[O:2][CH3:1], predict the reactants needed to synthesize it. The reactants are: [CH3:1][O:2][CH:3]([O:7][CH3:8])[C:4](=[O:6])[CH3:5].[CH3:9][N:10]([CH:12](OC)OC)[CH3:11]. (3) Given the product [CH3:1][O:2][C:3]1[CH:4]=[CH:5][C:6]([C@H:9]2[CH2:11][C@@H:10]2[CH2:12][O:13][C:14]2[C:19]([C:20]([NH2:25])=[O:21])=[CH:18][N:17]=[C:16]([CH3:23])[N:15]=2)=[N:7][CH:8]=1, predict the reactants needed to synthesize it. The reactants are: [CH3:1][O:2][C:3]1[CH:4]=[CH:5][C:6]([C@H:9]2[CH2:11][C@@H:10]2[CH2:12][O:13][C:14]2[C:19]([C:20](O)=[O:21])=[CH:18][N:17]=[C:16]([CH3:23])[N:15]=2)=[N:7][CH:8]=1.C[N:25](C(ON1N=NC2C=CC=NC1=2)=[N+](C)C)C.F[P-](F)(F)(F)(F)F.[NH4+].[Cl-].CN(C=O)C. (4) Given the product [Br:1][C:2]1[CH:3]=[CH:4][C:5]2[S:9][C:8]([CH:13]3[CH2:15][CH2:14]3)=[N:7][C:6]=2[CH:11]=1, predict the reactants needed to synthesize it. The reactants are: [Br:1][C:2]1[CH:3]=[CH:4][C:5]2[S:9][C:8](Cl)=[N:7][C:6]=2[CH:11]=1.[Br-].[CH:13]1([Zn+])[CH2:15][CH2:14]1. (5) Given the product [Cl:1][C:2]1[C:11]2[C:6](=[CH:7][CH:8]=[C:9]([C:47]([C:43]3[S:42][C:41]([CH3:40])=[N:45][C:44]=3[CH3:46])([C:49]3[N:53]([CH3:54])[N:52]=[N:51][CH:50]=3)[OH:48])[CH:10]=2)[N:5]=[C:4]([O:22][CH3:23])[C:3]=1[CH2:24][C:25]1[CH:30]=[CH:29][C:28]([C:31]([F:34])([F:32])[F:33])=[CH:27][CH:26]=1, predict the reactants needed to synthesize it. The reactants are: [Cl:1][C:2]1[C:11]2[C:6](=[CH:7][CH:8]=[C:9](C(C3C(C)=NC(C)=CC=3)O)[CH:10]=2)[N:5]=[C:4]([O:22][CH3:23])[C:3]=1[CH2:24][C:25]1[CH:30]=[CH:29][C:28]([C:31]([F:34])([F:33])[F:32])=[CH:27][CH:26]=1.C([Li])CCC.[CH3:40][C:41]1[S:42][C:43]([C:47]([C:49]2[N:53]([CH3:54])[N:52]=[N:51][CH:50]=2)=[O:48])=[C:44]([CH3:46])[N:45]=1. (6) Given the product [C:11]([CH2:12][C:13]12[CH2:19][CH:16]([CH2:17][CH2:18]1)[CH:15]=[CH:14]2)#[N:10], predict the reactants needed to synthesize it. The reactants are: CC1=C(C)C(OC1=O)=O.[NH2:10][CH2:11][CH2:12][C:13]12[CH2:19][CH:16]([CH2:17][CH2:18]1)[CH:15]=[CH:14]2.